Task: Predict the reaction yield, written as a fraction of the theoretical maximum amount of product (1.0 means a 100% yield; for example, 0.34 means a 34% yield).. Dataset: Reaction yield outcomes from USPTO patents with 853,638 reactions (1) The reactants are [Cl-].[NH4+:2].[OH-].[NH4+].Cl[O-].[Na+].[F:8][C:9]1[CH:10]=[C:11]([C:14]([O:16][CH3:17])=[O:15])[NH:12][CH:13]=1.[H-].[Na+].NCl. The catalyst is C(OCC)C.CN(C=O)C. The product is [NH2:2][N:12]1[CH:13]=[C:9]([F:8])[CH:10]=[C:11]1[C:14]([O:16][CH3:17])=[O:15]. The yield is 0.910. (2) The reactants are C(N(CC)CC)C.FC(F)(F)C(O)=O.[NH:15]1[CH2:20][CH2:19][C:18](=[O:21])[CH2:17][CH2:16]1.[Cl:22][C:23]1[CH:28]=[CH:27][CH:26]=[CH:25][C:24]=1[C:29]1[N:30]([C:37]2[CH:42]=[CH:41][C:40]([Cl:43])=[CH:39][CH:38]=2)[CH:31]=[C:32]([C:34](Cl)=[O:35])[N:33]=1. The catalyst is C(Cl)Cl. The product is [Cl:22][C:23]1[CH:28]=[CH:27][CH:26]=[CH:25][C:24]=1[C:29]1[N:30]([C:37]2[CH:38]=[CH:39][C:40]([Cl:43])=[CH:41][CH:42]=2)[CH:31]=[C:32]([C:34]([N:15]2[CH2:20][CH2:19][C:18](=[O:21])[CH2:17][CH2:16]2)=[O:35])[N:33]=1. The yield is 0.770. (3) The reactants are C[O:2][C:3]1[CH:8]=[CH:7][C:6]([O:9]C)=[CH:5][C:4]=1[C:11]1[C:12]2[NH:16][C:15]([C:17]([CH2:42][CH2:43][CH2:44][CH2:45][CH2:46][CH2:47][CH3:48])=[C:18]3[N:41]=[C:21]([CH:22]=[C:23]4[NH:40][C:26](=[C:27]([CH2:33][CH2:34][CH2:35][CH2:36][CH2:37][CH2:38][CH3:39])[C:28]5[CH:29]=[CH:30][C:31]=1[N:32]=5)[CH:25]=[CH:24]4)[CH:20]=[CH:19]3)=[CH:14][CH:13]=2.B(Br)(Br)Br.C(=O)(O)[O-].[Na+]. The catalyst is C(Cl)(Cl)Cl. The product is [OH:2][C:3]1[CH:8]=[CH:7][C:6]([OH:9])=[CH:5][C:4]=1[C:11]1[C:12]2[NH:16][C:15]([C:17]([CH2:42][CH2:43][CH2:44][CH2:45][CH2:46][CH2:47][CH3:48])=[C:18]3[N:41]=[C:21]([CH:22]=[C:23]4[NH:40][C:26](=[C:27]([CH2:33][CH2:34][CH2:35][CH2:36][CH2:37][CH2:38][CH3:39])[C:28]5[CH:29]=[CH:30][C:31]=1[N:32]=5)[CH:25]=[CH:24]4)[CH:20]=[CH:19]3)=[CH:14][CH:13]=2. The yield is 0.870. (4) The reactants are Br[C:2]1[CH:7]=[CH:6][C:5]([O:8][C:9]2[CH:14]=[CH:13][C:12]([O:15][C:16]([F:19])([F:18])[F:17])=[CH:11][CH:10]=2)=[CH:4][CH:3]=1.C([Li])CCC.C([O:28][B:29](OC(C)C)[O:30]C(C)C)(C)C. The catalyst is C1COCC1. The product is [F:17][C:16]([F:19])([F:18])[O:15][C:12]1[CH:13]=[CH:14][C:9]([O:8][C:5]2[CH:6]=[CH:7][C:2]([B:29]([OH:30])[OH:28])=[CH:3][CH:4]=2)=[CH:10][CH:11]=1. The yield is 0.970.